Dataset: Forward reaction prediction with 1.9M reactions from USPTO patents (1976-2016). Task: Predict the product of the given reaction. (1) Given the reactants [OH:1][CH2:2][C:3]1[CH:4]=[C:5]([N:12]2[CH2:17][CH2:16][N:15]([C:18](=[O:20])[CH3:19])[CH2:14][CH2:13]2)[CH:6]=[CH:7][C:8]=1[N+:9]([O-:11])=[O:10].S(OC)(O[CH3:25])(=O)=O.[OH-].[K+], predict the reaction product. The product is: [CH3:25][O:1][CH2:2][C:3]1[CH:4]=[C:5]([N:12]2[CH2:13][CH2:14][N:15]([C:18](=[O:20])[CH3:19])[CH2:16][CH2:17]2)[CH:6]=[CH:7][C:8]=1[N+:9]([O-:11])=[O:10]. (2) Given the reactants [N+:1]([CH2:4][CH:5]([C:7]1[CH:12]=[CH:11][C:10]([C:13]2[CH:18]=[CH:17][CH:16]=[CH:15][N:14]=2)=[CH:9][CH:8]=1)[OH:6])([O-])=O.CC(C)=O.[NH4+].[Cl-], predict the reaction product. The product is: [NH2:1][CH2:4][CH:5]([C:7]1[CH:12]=[CH:11][C:10]([C:13]2[CH:18]=[CH:17][CH:16]=[CH:15][N:14]=2)=[CH:9][CH:8]=1)[OH:6]. (3) Given the reactants [CH2:1]1[O:9][C:8]2[CH:7]=[CH:6][C:5]([OH:10])=[CH:4][C:3]=2[O:2]1.[F:11][C:12]1[CH:13]=[C:14]([CH:17]=[C:18]([F:21])[C:19]=1[F:20])[CH:15]=O.[C:22]([CH2:24][C:25]([O:27][CH2:28][CH3:29])=[O:26])#[N:23].N1CCCCC1, predict the reaction product. The product is: [CH2:28]([O:27][C:25]([C:24]1[CH:15]([C:14]2[CH:13]=[C:12]([F:11])[C:19]([F:20])=[C:18]([F:21])[CH:17]=2)[C:6]2[CH:7]=[C:8]3[O:9][CH2:1][O:2][C:3]3=[CH:4][C:5]=2[O:10][C:22]=1[NH2:23])=[O:26])[CH3:29].